Task: Predict the reactants needed to synthesize the given product.. Dataset: Full USPTO retrosynthesis dataset with 1.9M reactions from patents (1976-2016) (1) Given the product [CH3:7][C:4]1[N:3]([C:8]2[CH:12]=[C:11]([CH2:21][CH2:20][OH:19])[N:10]([CH3:13])[N:9]=2)[C:2]([CH3:1])=[CH:6][CH:5]=1, predict the reactants needed to synthesize it. The reactants are: [CH3:1][C:2]1[N:3]([C:8]2[CH:12]=[CH:11][N:10]([CH3:13])[N:9]=2)[C:4]([CH3:7])=[CH:5][CH:6]=1.C([Li])CCC.[O:19]1[CH2:21][CH2:20]1.[B-](F)(F)(F)[O+]1CCCC1.[Cl-].[NH4+]. (2) Given the product [CH2:1]([O:5][C:6]1[CH:11]=[CH:10][C:9]([S:12]([N:15]2[CH:20]=[CH:19][S:18][C:17]([CH3:23])([CH3:22])[C@@H:16]2[C:24]([O:26][CH3:27])=[O:25])(=[O:14])=[O:13])=[CH:8][CH:7]=1)[C:2]#[C:3][CH3:4], predict the reactants needed to synthesize it. The reactants are: [CH2:1]([O:5][C:6]1[CH:11]=[CH:10][C:9]([S:12]([N:15]2[CH2:20][CH2:19][S:18](=O)[C:17]([CH3:23])([CH3:22])[CH:16]2[C:24]([O-:26])=[O:25])(=[O:14])=[O:13])=[CH:8][CH:7]=1)[C:2]#[C:3][CH3:4].[C:27](OC(=O)C)(=O)C. (3) Given the product [NH2:1][C:2]1[CH:3]=[CH:4][C:5]([S:12](=[O:24])(=[O:25])[NH:13][C:14]2[CH:15]=[CH:16][C:17]3[CH2:21][O:20][B:19]([OH:22])[C:18]=3[CH:23]=2)=[C:6]([CH2:8][C:9]([NH:32][CH3:31])=[O:10])[CH:7]=1, predict the reactants needed to synthesize it. The reactants are: [NH2:1][C:2]1[CH:3]=[CH:4][C:5]([S:12](=[O:25])(=[O:24])[NH:13][C:14]2[CH:15]=[CH:16][C:17]3[CH2:21][O:20][B:19]([OH:22])[C:18]=3[CH:23]=2)=[C:6]([CH2:8][C:9](O)=[O:10])[CH:7]=1.Cl.CN.C1C[N:32]([P+](ON2N=NC3C=CC=CC2=3)(N2CCCC2)N2CCCC2)[CH2:31]C1.F[P-](F)(F)(F)(F)F.O.